From a dataset of NCI-60 drug combinations with 297,098 pairs across 59 cell lines. Regression. Given two drug SMILES strings and cell line genomic features, predict the synergy score measuring deviation from expected non-interaction effect. (1) Drug 1: C1CN1P(=S)(N2CC2)N3CC3. Drug 2: CC1=C2C(C(=O)C3(C(CC4C(C3C(C(C2(C)C)(CC1OC(=O)C(C(C5=CC=CC=C5)NC(=O)C6=CC=CC=C6)O)O)OC(=O)C7=CC=CC=C7)(CO4)OC(=O)C)O)C)OC(=O)C. Cell line: SK-MEL-28. Synergy scores: CSS=11.7, Synergy_ZIP=-4.73, Synergy_Bliss=7.15, Synergy_Loewe=-13.0, Synergy_HSA=2.13. (2) Drug 1: CCN(CC)CCNC(=O)C1=C(NC(=C1C)C=C2C3=C(C=CC(=C3)F)NC2=O)C. Drug 2: C1CC(=O)NC(=O)C1N2C(=O)C3=CC=CC=C3C2=O. Cell line: A498. Synergy scores: CSS=1.77, Synergy_ZIP=-3.15, Synergy_Bliss=-6.36, Synergy_Loewe=-1.53, Synergy_HSA=-4.08. (3) Drug 1: CCC1(CC2CC(C3=C(CCN(C2)C1)C4=CC=CC=C4N3)(C5=C(C=C6C(=C5)C78CCN9C7C(C=CC9)(C(C(C8N6C)(C(=O)OC)O)OC(=O)C)CC)OC)C(=O)OC)O.OS(=O)(=O)O. Cell line: NCI-H460. Drug 2: CN1C2=C(C=C(C=C2)N(CCCl)CCCl)N=C1CCCC(=O)O.Cl. Synergy scores: CSS=50.8, Synergy_ZIP=0.371, Synergy_Bliss=-1.16, Synergy_Loewe=-41.2, Synergy_HSA=-1.36. (4) Drug 1: CC1=CC=C(C=C1)C2=CC(=NN2C3=CC=C(C=C3)S(=O)(=O)N)C(F)(F)F. Drug 2: C1=NNC2=C1C(=O)NC=N2. Cell line: SR. Synergy scores: CSS=-5.87, Synergy_ZIP=3.46, Synergy_Bliss=4.72, Synergy_Loewe=-2.98, Synergy_HSA=-2.49.